This data is from Catalyst prediction with 721,799 reactions and 888 catalyst types from USPTO. The task is: Predict which catalyst facilitates the given reaction. Product: [CH3:1][N:2]1[CH:6]=[C:5]([NH:7][CH:15]=[O:16])[CH:4]=[C:3]1[C:10]([OH:12])=[O:11]. The catalyst class is: 45. Reactant: [CH3:1][N:2]1[CH:6]=[C:5]([N+:7]([O-])=O)[CH:4]=[C:3]1[C:10]([OH:12])=[O:11].[H][H].[C:15](=O)([O-])[O-:16].[Na+].[Na+].